This data is from Full USPTO retrosynthesis dataset with 1.9M reactions from patents (1976-2016). The task is: Predict the reactants needed to synthesize the given product. (1) Given the product [F:16][C:13]([F:14])([F:15])[CH2:12][O:11][C:8]1[CH:9]=[CH:10][C:5]([C:3]([OH:4])=[O:2])=[N:6][CH:7]=1, predict the reactants needed to synthesize it. The reactants are: C[O:2][C:3]([C:5]1[CH:10]=[CH:9][C:8]([O:11][CH2:12][C:13]([F:16])([F:15])[F:14])=[CH:7][N:6]=1)=[O:4].[Li+].[OH-]. (2) Given the product [C:1]([O:5][C:6]([N:8]1[CH2:9][CH2:10][CH:11]([CH:14]2[CH2:18][C:17]3[CH:19]=[C:20]([C:34]4[CH:39]=[CH:38][N:37]=[N:36][CH:35]=4)[CH:21]=[CH:22][C:16]=3[O:15]2)[CH2:12][CH2:13]1)=[O:7])([CH3:4])([CH3:2])[CH3:3], predict the reactants needed to synthesize it. The reactants are: [C:1]([O:5][C:6]([N:8]1[CH2:13][CH2:12][CH:11]([CH:14]2[CH2:18][C:17]3[CH:19]=[C:20](B4OC(C)(C)C(C)(C)O4)[CH:21]=[CH:22][C:16]=3[O:15]2)[CH2:10][CH2:9]1)=[O:7])([CH3:4])([CH3:3])[CH3:2].Br.Br[C:34]1[CH:39]=[CH:38][N:37]=[N:36][CH:35]=1. (3) Given the product [OH:4][C:3]1[CH:11]=[C:9]([OH:10])[CH:8]=[C:6]2[C:5]=1[C:12]([CH2:13][CH2:14][CH3:15])=[CH:17][C:18](=[O:19])[O:7]2, predict the reactants needed to synthesize it. The reactants are: O.O.[C:3]1([CH:11]=[C:9]([OH:10])[CH:8]=[C:6]([OH:7])[CH:5]=1)[OH:4].[C:12]([CH2:17][C:18](OCC)=[O:19])(=O)[CH2:13][CH2:14][CH3:15]. (4) Given the product [F:14][C:7]1([F:15])[C:6]2[N:5]([CH2:16][C:17]([NH:19][C@H:20]([C:30]3[C:35]([C:36]4[CH:37]=[C:38]5[C:42](=[CH:43][CH:44]=4)[CH2:41][NH:40][C:39]5=[O:45])=[CH:34][N:33]=[C:32]([C:46]#[C:47][C:48]([OH:51])([CH3:49])[CH3:50])[N:31]=3)[CH2:21][C:22]3[CH:27]=[C:26]([F:28])[CH:25]=[C:24]([F:29])[CH:23]=3)=[O:18])[N:4]=[C:3]([C:2]([F:1])([F:52])[F:53])[C:11]=2[C@H:10]2[CH2:9][C@@H:8]12, predict the reactants needed to synthesize it. The reactants are: [F:1][CH:2]([F:52])[C:3]1[C:11]2[C:10](F)(F)[CH2:9][CH2:8][C:7]([F:15])([F:14])[C:6]=2[N:5]([CH2:16][C:17]([NH:19][C@H:20]([C:30]2[C:35]([C:36]3[CH:37]=[C:38]4[C:42](=[CH:43][CH:44]=3)[CH2:41][NH:40][C:39]4=[O:45])=[CH:34][N:33]=[C:32]([C:46]#[C:47][C:48]([OH:51])([CH3:50])[CH3:49])[N:31]=2)[CH2:21][C:22]2[CH:27]=[C:26]([F:28])[CH:25]=[C:24]([F:29])[CH:23]=2)=[O:18])[N:4]=1.[F:53]C1(F)C2N(CC(N[C@H](C3C(C4C=C5C(=CC=4)CNC5=O)=CN=C(SC)N=3)CC3C=C(F)C=C(F)C=3)=O)N=C(C(F)(F)F)C=2[C@H]2C[C@@H]12.CC(O)(C#C)C. (5) Given the product [CH2:1]([O:8][C:9]1[CH:10]=[C:11]([CH:12]=[CH:13][CH:14]=1)[CH2:15][NH:16][C:18]1[C:27]2[C:22](=[CH:23][CH:24]=[CH:25][CH:26]=2)[N:21]=[CH:20][CH:19]=1)[C:2]1[CH:3]=[CH:4][CH:5]=[CH:6][CH:7]=1, predict the reactants needed to synthesize it. The reactants are: [CH2:1]([O:8][C:9]1[CH:10]=[C:11]([CH2:15][NH2:16])[CH:12]=[CH:13][CH:14]=1)[C:2]1[CH:7]=[CH:6][CH:5]=[CH:4][CH:3]=1.Cl[C:18]1[C:27]2[C:22](=[CH:23][CH:24]=[CH:25][CH:26]=2)[N:21]=[CH:20][CH:19]=1.CCN(C(C)C)C(C)C.CO.C(Cl)Cl. (6) Given the product [OH:1][C:2]1[C:3]2[C:4]3[C:5]([C:20](=[O:30])[N:21]([C:23]4[CH:28]=[CH:27][CH:26]=[CH:25][C:24]=4[CH3:29])[N:22]=3)=[CH:6][N:7]([CH2:12][C:13]3[CH:18]=[CH:17][C:16]([C:35]4[CH:34]=[N:33][C:32]([CH3:31])=[CH:37][CH:36]=4)=[CH:15][CH:14]=3)[C:8]=2[CH:9]=[CH:10][CH:11]=1, predict the reactants needed to synthesize it. The reactants are: [OH:1][C:2]1[C:3]2[C:4]3[C:5]([C:20](=[O:30])[N:21]([C:23]4[CH:28]=[CH:27][CH:26]=[CH:25][C:24]=4[CH3:29])[N:22]=3)=[CH:6][N:7]([CH2:12][C:13]3[CH:18]=[CH:17][CH:16]=[CH:15][C:14]=3I)[C:8]=2[CH:9]=[CH:10][CH:11]=1.[CH3:31][C:32]1[CH:37]=[CH:36][C:35](B(O)O)=[CH:34][N:33]=1.C(=O)([O-])[O-].[Cs+].[Cs+].CC1C=CC(B(O)O)=CN=1.B(O)O.C(=O)(O)[O-].[Na+].